From a dataset of Experimentally validated miRNA-target interactions with 360,000+ pairs, plus equal number of negative samples. Binary Classification. Given a miRNA mature sequence and a target amino acid sequence, predict their likelihood of interaction. (1) The miRNA is bta-miR-146a with sequence UGAGAACUGAAUUCCAUAGGUUGU. The protein sequence of the target gene is MGSEAAQLLEAADFAARKHRQQRRKDPEGTPYINHPIGVARILTHEAGITDIVVLQAALLHDTVEDTDTTLDEVELHFGAQVRRLVEEVTDDKTLPKLERKRLQVEQAPHSSPGAKLVKLADKLYNLRDLNRCTPEGWSEHRVQEYFEWAAQVVKGLQGTNRQLEEALKHLFKQRGLTI. Result: 0 (no interaction). (2) The miRNA is hsa-miR-3174 with sequence UAGUGAGUUAGAGAUGCAGAGCC. The protein sequence of the target gene is MANAVGRRSWAALRLCAAVILLDLAVCKGFVEDLNESFKDNRKDDIWLVDFYAPWCGHCKKLEPIWNEVGLEMKSIGSPVKVGKMDATSYSSIASEFGVRGYPTIKLLKGDLAYNYRGPRTKDDIIEFAHRVSGALIRPLPSQQMFDHVRKRHRVFFVYIGGESPLKEKYIDAASELIVYTYFFSASEDVVPEYVTLKEMPAVLVFKDDTYFVYDEYEDGDLSSWISRERFQNYLTMDGFLLYELGDTGKLVAIAVIDEKNTSLEHTRLKSIIQEVARDFRDHFHRDFQFGHMDGNDYIN.... Result: 0 (no interaction).